Dataset: Reaction yield outcomes from USPTO patents with 853,638 reactions. Task: Predict the reaction yield, written as a fraction of the theoretical maximum amount of product (1.0 means a 100% yield; for example, 0.34 means a 34% yield). (1) The yield is 0.920. The reactants are [C:1]([O:5][C:6]([N:8]1[CH2:12][CH2:11][C@H:10]([CH2:13][NH:14][CH:15]2[CH2:20][CH2:19][N:18]([CH3:21])[CH2:17][CH2:16]2)[CH2:9]1)=[O:7])([CH3:4])([CH3:3])[CH3:2].[CH2:22]=O. The catalyst is C1COCC1. The product is [C:1]([O:5][C:6]([N:8]1[CH2:12][CH2:11][C@H:10]([CH2:13][N:14]([CH3:22])[CH:15]2[CH2:20][CH2:19][N:18]([CH3:21])[CH2:17][CH2:16]2)[CH2:9]1)=[O:7])([CH3:4])([CH3:3])[CH3:2]. (2) The reactants are [Br:1][C:2]1[CH:7]=[CH:6][N:5]=[C:4]2[N:8]([S:11]([C:14]3[CH:19]=[CH:18][CH:17]=[CH:16][CH:15]=3)(=[O:13])=[O:12])[CH:9]=[CH:10][C:3]=12.[Li+].CC([N-]C(C)C)C.CCCCCCC.C1C[O:38][CH2:37]C1.C(C1C=CC=CC=1)C.Cl. The catalyst is C1COCC1.CN(C=O)C. The product is [Br:1][C:2]1[CH:7]=[CH:6][N:5]=[C:4]2[N:8]([S:11]([C:14]3[CH:19]=[CH:18][CH:17]=[CH:16][CH:15]=3)(=[O:13])=[O:12])[C:9]([CH:37]=[O:38])=[CH:10][C:3]=12. The yield is 0.220. (3) The reactants are [C:1]([C:5]1[CH:11]=[CH:10][C:9]([N+:12]([O-:14])=[O:13])=[CH:8][C:6]=1N)([CH3:4])([CH3:3])[CH3:2].N([O-])=[O:16].[Na+].NC(N)=O.OS(O)(=O)=O.O. The catalyst is OS(O)(=O)=O.O. The product is [C:1]([C:5]1[CH:11]=[CH:10][C:9]([N+:12]([O-:14])=[O:13])=[CH:8][C:6]=1[OH:16])([CH3:4])([CH3:3])[CH3:2]. The yield is 0.620. (4) The reactants are [C@@H:1]1([NH:10][C:11]2[C:12]3[CH:19]=[CH:18][N:17]([C@H:20]4[CH2:36][C@@H:23]5[O:24]C(C6C=CC(OC)=CC=6)[O:26][CH2:27][C@@H:22]5[CH2:21]4)[C:13]=3[N:14]=[CH:15][N:16]=2)[C:9]2[C:4](=[CH:5][CH:6]=[CH:7][CH:8]=2)[CH2:3][CH2:2]1.CC(O)=O. The catalyst is C1COCC1.O. The product is [C@@H:1]1([NH:10][C:11]2[C:12]3[CH:19]=[CH:18][N:17]([C@H:20]4[CH2:36][C@H:23]([OH:24])[C@H:22]([CH2:27][OH:26])[CH2:21]4)[C:13]=3[N:14]=[CH:15][N:16]=2)[C:9]2[C:4](=[CH:5][CH:6]=[CH:7][CH:8]=2)[CH2:3][CH2:2]1. The yield is 0.980. (5) The reactants are [C:1]([N:4]1[CH2:10][CH2:9][CH2:8][NH:7][CH2:6][CH2:5]1)(=[O:3])[CH3:2].CCN(C(C)C)C(C)C.F[C:21]1[CH:26]=[CH:25][C:24]([N+:27]([O-:29])=[O:28])=[CH:23][CH:22]=1. No catalyst specified. The product is [C:1]([N:4]1[CH2:10][CH2:9][CH2:8][N:7]([C:21]2[CH:26]=[CH:25][C:24]([N+:27]([O-:29])=[O:28])=[CH:23][CH:22]=2)[CH2:6][CH2:5]1)(=[O:3])[CH3:2]. The yield is 0.530. (6) The reactants are C([O-])([O-])=O.[Na+].[Na+].[CH3:7][O:8][C:9](=[O:20])[CH2:10][O:11][C:12]1[CH:17]=[CH:16][C:15]([Cl:18])=[CH:14][C:13]=1Br.[C:21]1(B(O)O)[CH:26]=[CH:25][CH:24]=[CH:23][CH:22]=1.Cl.[Na+].[Cl-]. The catalyst is O1CCOCC1.C1C=CC([P]([Pd]([P](C2C=CC=CC=2)(C2C=CC=CC=2)C2C=CC=CC=2)([P](C2C=CC=CC=2)(C2C=CC=CC=2)C2C=CC=CC=2)[P](C2C=CC=CC=2)(C2C=CC=CC=2)C2C=CC=CC=2)(C2C=CC=CC=2)C2C=CC=CC=2)=CC=1.CCOC(C)=O. The product is [CH3:7][O:8][C:9](=[O:20])[CH2:10][O:11][C:12]1[CH:17]=[CH:16][C:15]([Cl:18])=[CH:14][C:13]=1[C:21]1[CH:26]=[CH:25][CH:24]=[CH:23][CH:22]=1. The yield is 0.260. (7) The catalyst is COCCOC.C1C=CC(/C=C/C(/C=C/C2C=CC=CC=2)=O)=CC=1.C1C=CC(/C=C/C(/C=C/C2C=CC=CC=2)=O)=CC=1.C1C=CC(/C=C/C(/C=C/C2C=CC=CC=2)=O)=CC=1.[Pd].[Pd]. The yield is 0.295. The product is [CH:72]1([N:68]([CH:69]2[CH2:70][CH2:71]2)[C:66]([C:64]2[N:63]([CH2:75][CH3:76])[C:61]3=[N:62][C:57]([NH:7][C:4]4[CH:5]=[CH:6][N:2]([CH3:1])[N:3]=4)=[C:58]4[N:79]=[CH:78][N:77]([CH3:80])[C:59]4=[C:60]3[CH:65]=2)=[O:67])[CH2:74][CH2:73]1. The reactants are [CH3:1][N:2]1[CH:6]=[CH:5][C:4]([NH2:7])=[N:3]1.CC1(C)C2C(=C(P(C3C=CC=CC=3)C3C=CC=CC=3)C=CC=2)OC2C(P(C3C=CC=CC=3)C3C=CC=CC=3)=CC=CC1=2.C(=O)([O-])[O-].[Cs+].[Cs+].Br[C:57]1[N:62]=[C:61]2[N:63]([CH2:75][CH3:76])[C:64]([C:66]([N:68]([CH:72]3[CH2:74][CH2:73]3)[CH:69]3[CH2:71][CH2:70]3)=[O:67])=[CH:65][C:60]2=[C:59]2[N:77]([CH3:80])[CH:78]=[N:79][C:58]=12. (8) The reactants are N[C:2]1[CH:7]=[C:6]([C:8]([F:11])([F:10])[F:9])[CH:5]=[CH:4][C:3]=1[S:12]([NH:15][C:16]1[CH:17]=[CH:18][CH:19]=[C:20]2[C:25]=1[N:24]=[CH:23][CH:22]=[C:21]2[O:26][CH3:27])(=[O:14])=[O:13].C(ON=O)(C)(C)C. The catalyst is CC(O)=O.C1COCC1. The product is [CH3:27][O:26][C:21]1[C:20]2[C:25](=[C:16]3[C:17](=[CH:18][CH:19]=2)[C:2]2[C:3](=[CH:4][CH:5]=[C:6]([C:8]([F:9])([F:10])[F:11])[CH:7]=2)[S:12](=[O:14])(=[O:13])[NH:15]3)[N:24]=[CH:23][CH:22]=1. The yield is 0.110.